Dataset: Reaction yield outcomes from USPTO patents with 853,638 reactions. Task: Predict the reaction yield, written as a fraction of the theoretical maximum amount of product (1.0 means a 100% yield; for example, 0.34 means a 34% yield). (1) The reactants are BrC1C(N2CCN(C(NC3C=CC=CC=3)=O)CC2)=C2N=C(C3C=CC(N(C)C)=CC=3)NC2=NC=1.[Br:35][C:36]1[C:37]([N:46]2[CH2:51][CH2:50][N:49]([CH2:52][C:53]3[CH:54]=[N:55][C:56]([O:59][CH3:60])=[CH:57][CH:58]=3)[CH2:48][CH2:47]2)=[C:38]([N+:43]([O-])=O)[C:39]([NH2:42])=[N:40][CH:41]=1.[O-]S(S([O-])=O)=O.[Na+].[Na+].[CH3:69][O:70][C:71]1[CH:76]=[CH:75][C:74]([CH:77]=O)=[CH:73][CH:72]=1. The catalyst is C(O)C.CN(C=O)C. The product is [Br:35][C:36]1[C:37]([N:46]2[CH2:51][CH2:50][N:49]([CH2:52][C:53]3[CH:54]=[N:55][C:56]([O:59][CH3:60])=[CH:57][CH:58]=3)[CH2:48][CH2:47]2)=[C:38]2[N:43]=[C:77]([C:74]3[CH:75]=[CH:76][C:71]([O:70][CH3:69])=[CH:72][CH:73]=3)[NH:42][C:39]2=[N:40][CH:41]=1. The yield is 0.560. (2) The reactants are [Br:1][C:2]1[CH:3]=[C:4]2[C:9](=[CH:10][CH:11]=1)[O:8][CH:7]=[C:6]([CH:12]=[O:13])[C:5]2=[O:14].[CH2:15]=[C:16]([O:19][Si](C)(C)C)[CH:17]=[CH2:18]. The catalyst is C(Cl)Cl.[I-].[Zn+2].[I-]. The product is [Br:1][C:2]1[CH:3]=[C:4]2[C:9]([O:8][CH:7]3[C:6]([CH:12]=[O:13])([C:5]2=[O:14])[CH2:18][CH2:17][C:16](=[O:19])[CH2:15]3)=[CH:10][CH:11]=1. The yield is 0.880. (3) The reactants are [Br:1][C:2]1[CH:3]=[CH:4][C:5]([C:9]([CH3:12])([CH3:11])[CH3:10])=[C:6]([OH:8])[CH:7]=1.[CH2:13](Br)[C:14]1[CH:19]=[CH:18][CH:17]=[CH:16][CH:15]=1.C([O-])([O-])=O.[Cs+].[Cs+]. The catalyst is C(#N)C. The product is [CH2:13]([O:8][C:6]1[CH:7]=[C:2]([Br:1])[CH:3]=[CH:4][C:5]=1[C:9]([CH3:12])([CH3:11])[CH3:10])[C:14]1[CH:19]=[CH:18][CH:17]=[CH:16][CH:15]=1. The yield is 0.920. (4) The reactants are [C:1]([C:5]1[O:6][C:7](Br)=[C:8]([C:10]2[CH:15]=[CH:14][C:13]([F:16])=[CH:12][CH:11]=2)[N:9]=1)([CH3:4])([CH3:3])[CH3:2].[CH2:18]([N:22]1[C:26]2[CH:27]=[C:28](Br)[CH:29]=[CH:30][C:25]=2[N:24]=[C:23]1[NH2:32])[CH:19]([CH3:21])[CH3:20].C(=O)([O-])[O-].[Cs+].[Cs+].C1(P(C2C=CC=CC=2)C2C=CC=CC=2)C=CC=CC=1. The catalyst is CN(C)C=O.C([O-])(=O)C.[Pd+2].C([O-])(=O)C. The product is [CH2:18]([N:22]1[C:26]2[CH:27]=[C:28]([C:7]3[O:6][C:5]([C:1]([CH3:4])([CH3:3])[CH3:2])=[N:9][C:8]=3[C:10]3[CH:15]=[CH:14][C:13]([F:16])=[CH:12][CH:11]=3)[CH:29]=[CH:30][C:25]=2[N:24]=[C:23]1[NH2:32])[CH:19]([CH3:21])[CH3:20]. The yield is 0.270. (5) The reactants are [C:1](/[CH:3]=[CH:4]/[S:5]([C:8]1[CH:13]=[CH:12][C:11]([C:14]([CH3:19])([CH3:18])[C:15]([OH:17])=O)=[CH:10][CH:9]=1)(=[O:7])=[O:6])#[N:2].[CH3:20][O:21][C:22]1[CH:30]=[CH:29][CH:28]=[CH:27][C:23]=1[CH2:24][NH:25][CH3:26].Cl.CN(C)CCCN=C=NCC.ON1C2C=CC=CC=2N=N1. The catalyst is C(#N)C. The product is [C:1](/[CH:3]=[CH:4]/[S:5]([C:8]1[CH:9]=[CH:10][C:11]([C:14]([CH3:19])([CH3:18])[C:15]([N:25]([CH2:24][C:23]2[CH:27]=[CH:28][CH:29]=[CH:30][C:22]=2[O:21][CH3:20])[CH3:26])=[O:17])=[CH:12][CH:13]=1)(=[O:6])=[O:7])#[N:2]. The yield is 0.250. (6) The reactants are [C:1]([O:5][C:6](=[O:29])[NH:7][CH2:8][CH2:9][CH2:10][C:11]1([C:23]2[CH:28]=[CH:27][CH:26]=[CH:25][CH:24]=2)[NH:15][N:14]=[C:13]([C:16]2[CH:21]=[CH:20][CH:19]=[C:18]([F:22])[CH:17]=2)[S:12]1)([CH3:4])([CH3:3])[CH3:2].C(N(CC)CC)C.[C:37](Cl)(=[O:41])[CH:38]([CH3:40])[CH3:39]. The catalyst is C(Cl)Cl. The product is [C:1]([O:5][C:6](=[O:29])[NH:7][CH2:8][CH2:9][CH2:10][C:11]1([C:23]2[CH:24]=[CH:25][CH:26]=[CH:27][CH:28]=2)[N:15]([C:37](=[O:41])[CH:38]([CH3:40])[CH3:39])[N:14]=[C:13]([C:16]2[CH:21]=[CH:20][CH:19]=[C:18]([F:22])[CH:17]=2)[S:12]1)([CH3:4])([CH3:2])[CH3:3]. The yield is 0.750.